This data is from Reaction yield outcomes from USPTO patents with 853,638 reactions. The task is: Predict the reaction yield, written as a fraction of the theoretical maximum amount of product (1.0 means a 100% yield; for example, 0.34 means a 34% yield). (1) The reactants are [I:1][C:2]1[C:12]([C:13]([O:15][CH2:16][CH3:17])=[O:14])=[C:5]2[C:6](=O)[NH:7][CH:8]([CH3:10])[CH2:9][N:4]2[N:3]=1.B.C1COCC1.C(O)C. The catalyst is C1COCC1. The product is [I:1][C:2]1[C:12]([C:13]([O:15][CH2:16][CH3:17])=[O:14])=[C:5]2[CH2:6][NH:7][CH:8]([CH3:10])[CH2:9][N:4]2[N:3]=1. The yield is 0.400. (2) The reactants are [OH:1][B:2]1[C:6]2[CH:7]=[C:8]([NH:11][S:12]([C:15]3[N:24]=[CH:23][C:22]([NH:25]C(=O)C(F)(F)F)=[CH:21][C:16]=3[C:17]([O:19]C)=[O:18])(=[O:14])=[O:13])[CH:9]=[CH:10][C:5]=2[CH2:4][O:3]1.O.[OH-].[Li+]. The catalyst is O1CCCC1.O. The product is [NH2:25][C:22]1[CH:23]=[N:24][C:15]([S:12](=[O:13])(=[O:14])[NH:11][C:8]2[CH:9]=[CH:10][C:5]3[CH2:4][O:3][B:2]([OH:1])[C:6]=3[CH:7]=2)=[C:16]([CH:21]=1)[C:17]([OH:19])=[O:18]. The yield is 0.395.